Task: Predict the product of the given reaction.. Dataset: Forward reaction prediction with 1.9M reactions from USPTO patents (1976-2016) (1) Given the reactants [Cl:1][C:2]1[CH:7]=[CH:6][C:5]([C:8](=O)[CH2:9][C:10](=O)[C:11]([F:14])([F:13])[F:12])=[CH:4][C:3]=1[CH3:17].[NH2:18][C:19]1[C:23]([C:24]2[CH:29]=[C:28]([CH3:30])[N:27]=[C:26]([CH3:31])[CH:25]=2)=[CH:22][NH:21][N:20]=1, predict the reaction product. The product is: [Cl:1][C:2]1[CH:7]=[CH:6][C:5]([C:8]2[CH:9]=[C:10]([C:11]([F:14])([F:13])[F:12])[N:20]3[N:21]=[CH:22][C:23]([C:24]4[CH:29]=[C:28]([CH3:30])[N:27]=[C:26]([CH3:31])[CH:25]=4)=[C:19]3[N:18]=2)=[CH:4][C:3]=1[CH3:17]. (2) Given the reactants [C:1]1(=O)[CH2:5][CH2:4][CH2:3][CH2:2]1.[NH2:7][C:8]([NH2:10])=[S:9].II.C(OC(C)C)(C)C, predict the reaction product. The product is: [S:9]1[C:2]2[CH2:3][CH2:4][CH2:5][C:1]=2[N:7]=[C:8]1[NH2:10]. (3) The product is: [CH2:17]([C:2]1([N:1]2[C:29](=[O:28])[C:24]3=[C:23]([F:31])[C:22]([F:32])=[C:21]([F:33])[C:20]([F:19])=[C:25]3[C:26]2=[O:27])[C:7](=[O:8])[N:6]([C:9]2[CH:14]=[CH:13][CH:12]=[CH:11][CH:10]=2)[C:5](=[O:15])[NH:4][C:3]1=[O:16])[CH3:18]. Given the reactants [NH2:1][C:2]1([CH2:17][CH3:18])[C:7](=[O:8])[N:6]([C:9]2[CH:14]=[CH:13][CH:12]=[CH:11][CH:10]=2)[C:5](=[O:15])[NH:4][C:3]1=[O:16].[F:19][C:20]1[C:21]([F:33])=[C:22]([F:32])[C:23]([F:31])=[C:24]2[C:29](=O)[O:28][C:26](=[O:27])[C:25]=12, predict the reaction product.